From a dataset of Catalyst prediction with 721,799 reactions and 888 catalyst types from USPTO. Predict which catalyst facilitates the given reaction. (1) Reactant: F[C:2]1[N:7]=[C:6]([C:8]2[C:16]3[C:11](=[CH:12][N:13]=[C:14]([C:17]4[CH:18]=[N:19][N:20]([CH3:22])[CH:21]=4)[CH:15]=3)[N:10]([CH:23]3[CH2:28][CH2:27][CH2:26][CH2:25][O:24]3)[N:9]=2)[CH:5]=[CH:4][CH:3]=1.[C:29]([NH:36][C@@H:37]1[CH2:41][CH2:40][NH:39][CH2:38]1)([O:31][C:32]([CH3:35])([CH3:34])[CH3:33])=[O:30].CN1C=C(C2C=C3C(C4N=C(N5CC[C@@H](NC(=O)OCCCC)C5)C=CC=4)=NN(C4CCCCO4)C3=CN=2)C=N1. Product: [CH3:22][N:20]1[CH:21]=[C:17]([C:14]2[CH:15]=[C:16]3[C:8]([C:6]4[N:7]=[C:2]([N:39]5[CH2:40][CH2:41][C@@H:37]([NH:36][C:29](=[O:30])[O:31][C:32]([CH3:34])([CH3:33])[CH3:35])[CH2:38]5)[CH:3]=[CH:4][CH:5]=4)=[N:9][N:10]([CH:23]4[CH2:28][CH2:27][CH2:26][CH2:25][O:24]4)[C:11]3=[CH:12][N:13]=2)[CH:18]=[N:19]1. The catalyst class is: 16. (2) Reactant: CCN(C(C)C)C(C)C.[C:10]1([C:16]2[NH:20][N:19]=[C:18]([C:21]([NH:23][CH2:24][C:25]([OH:27])=O)=[O:22])[CH:17]=2)[CH:15]=[CH:14][CH:13]=[CH:12][CH:11]=1.[F:28]C1C=CC=CC=1CC(C1C=CC=CC=1)=O.C1C=CC2N(O)N=NC=2C=1.CCN=C=NCCCN(C)C.Cl.Cl.Cl.[Cl:68][C:69]1[CH:74]=[CH:73][CH:72]=[CH:71][C:70]=1[NH:75][CH:76]1[CH2:81][CH2:80][NH:79][CH2:78][CH2:77]1. Product: [Cl:68][C:69]1[CH:74]=[CH:73][CH:72]=[CH:71][C:70]=1[NH:75][CH:76]1[CH2:81][CH2:80][N:79]([C:25](=[O:27])[CH2:24][NH:23][C:21]([C:18]2[CH:17]=[C:16]([C:10]3[CH:11]=[CH:12][CH:13]=[CH:14][C:15]=3[F:28])[NH:20][N:19]=2)=[O:22])[CH2:78][CH2:77]1. The catalyst class is: 18. (3) Reactant: [NH:1]1[C:5]2=[CH:6][N:7]=[CH:8][CH:9]=[C:4]2[C:3]2([CH2:11][CH2:10]2)[C:2]1=[O:12].[H-].[Na+].[Cl:15][C:16]1[CH:17]=[C:18]2[C:22](=[CH:23][CH:24]=1)[N:21]([CH2:25][CH2:26][CH2:27][S:28]([CH3:31])(=[NH:30])=[O:29])[C:20]([CH2:32]Cl)=[CH:19]2. Product: [Cl:15][C:16]1[CH:17]=[C:18]2[C:22](=[CH:23][CH:24]=1)[N:21]([CH2:25][CH2:26][CH2:27][S:28]([CH3:31])(=[NH:30])=[O:29])[C:20]([CH2:32][N:1]1[C:5]3=[CH:6][N:7]=[CH:8][CH:9]=[C:4]3[C:3]3([CH2:10][CH2:11]3)[C:2]1=[O:12])=[CH:19]2. The catalyst class is: 9. (4) Reactant: [Cl:1][C:2]1[CH:3]=[C:4]([N+:13]([O-])=O)[C:5]2[O:10][CH2:9][C:8](=[O:11])[NH:7][C:6]=2[CH:12]=1. Product: [NH2:13][C:4]1[C:5]2[O:10][CH2:9][C:8](=[O:11])[NH:7][C:6]=2[CH:12]=[C:2]([Cl:1])[CH:3]=1. The catalyst class is: 579.